This data is from Catalyst prediction with 721,799 reactions and 888 catalyst types from USPTO. The task is: Predict which catalyst facilitates the given reaction. Reactant: [H-].[Al+3].[Li+].[H-].[H-].[H-].[C:7]([N:26]1[C:30]2[C:31]([C:35](OC)=[O:36])=[CH:32][CH:33]=[CH:34][C:29]=2[N:28]=[CH:27]1)([C:20]1[CH:25]=[CH:24][CH:23]=[CH:22][CH:21]=1)([C:14]1[CH:19]=[CH:18][CH:17]=[CH:16][CH:15]=1)[C:8]1[CH:13]=[CH:12][CH:11]=[CH:10][CH:9]=1.C(C(C(C([O-])=O)O)O)([O-])=O.[K+].[Na+].C(OCC)(=O)C. Product: [C:7]([N:26]1[C:30]2[C:31]([CH2:35][OH:36])=[CH:32][CH:33]=[CH:34][C:29]=2[N:28]=[CH:27]1)([C:14]1[CH:19]=[CH:18][CH:17]=[CH:16][CH:15]=1)([C:8]1[CH:9]=[CH:10][CH:11]=[CH:12][CH:13]=1)[C:20]1[CH:25]=[CH:24][CH:23]=[CH:22][CH:21]=1. The catalyst class is: 7.